This data is from Catalyst prediction with 721,799 reactions and 888 catalyst types from USPTO. The task is: Predict which catalyst facilitates the given reaction. (1) Reactant: [F-].C([N+](CCCC)(CCCC)CCCC)CCC.[CH3:19][C:20]1[C:28]2[C:23](=[CH:24][CH:25]=[C:26]([C:29]3[N:34]=[C:33]([CH2:35][S:36]([CH3:39])(=[O:38])=[O:37])[CH:32]=[C:31]([N:40]4[CH2:45][CH2:44][O:43][CH2:42][CH2:41]4)[N:30]=3)[CH:27]=2)[N:22](S(C2C=CC(C)=CC=2)(=O)=O)[N:21]=1.O. Product: [CH3:19][C:20]1[C:28]2[C:23](=[CH:24][CH:25]=[C:26]([C:29]3[N:34]=[C:33]([CH2:35][S:36]([CH3:39])(=[O:38])=[O:37])[CH:32]=[C:31]([N:40]4[CH2:45][CH2:44][O:43][CH2:42][CH2:41]4)[N:30]=3)[CH:27]=2)[NH:22][N:21]=1. The catalyst class is: 1. (2) Reactant: [BH4-].[Li+].[Si:3]([O:20][C@H:21]([CH3:39])[C@H:22]([NH:32][CH2:33][C:34](OCC)=[O:35])[C:23]1[CH:28]=[C:27]([F:29])[C:26]([F:30])=[C:25]([F:31])[CH:24]=1)([C:16]([CH3:19])([CH3:18])[CH3:17])([C:10]1[CH:15]=[CH:14][CH:13]=[CH:12][CH:11]=1)[C:4]1[CH:9]=[CH:8][CH:7]=[CH:6][CH:5]=1.S([O-])([O-])(=O)=O.[Na+].[Na+]. Product: [Si:3]([O:20][C@H:21]([CH3:39])[C@H:22]([NH:32][CH2:33][CH2:34][OH:35])[C:23]1[CH:28]=[C:27]([F:29])[C:26]([F:30])=[C:25]([F:31])[CH:24]=1)([C:16]([CH3:18])([CH3:19])[CH3:17])([C:4]1[CH:9]=[CH:8][CH:7]=[CH:6][CH:5]=1)[C:10]1[CH:15]=[CH:14][CH:13]=[CH:12][CH:11]=1. The catalyst class is: 1. (3) Reactant: [N+:1]([C:4]1[CH:13]=[C:12]2[C:7]([CH2:8][CH2:9][CH2:10][C:11]2=O)=[CH:6][CH:5]=1)([O-:3])=[O:2].Cl.[NH2:16][OH:17].C([O-])(=O)C.[Na+].C(=O)(O)[O-].[Na+]. Product: [OH:17]/[N:16]=[C:11]1\[CH2:10][CH2:9][CH2:8][C:7]2[C:12]\1=[CH:13][C:4]([N+:1]([O-:3])=[O:2])=[CH:5][CH:6]=2. The catalyst class is: 40. (4) Reactant: [OH:1][C:2]1[C:7]([N+:8]([O-])=O)=[CH:6][C:5]([C:11]([F:14])([F:13])[F:12])=[CH:4][N:3]=1.[H][H]. Product: [NH2:8][C:7]1[C:2]([OH:1])=[N:3][CH:4]=[C:5]([C:11]([F:14])([F:12])[F:13])[CH:6]=1. The catalyst class is: 43. (5) Reactant: [Cl:1][C:2]1[CH:10]=[C:9]2[C:5]([CH:6]=[C:7]([CH:11]=[O:12])[NH:8]2)=[CH:4][CH:3]=1.[H-].[Na+].[CH:15](Br)([C:22]1[CH:27]=[CH:26][CH:25]=[CH:24][CH:23]=1)[C:16]1[CH:21]=[CH:20][CH:19]=[CH:18][CH:17]=1. Product: [CH:15]([N:8]1[C:9]2[C:5](=[CH:4][CH:3]=[C:2]([Cl:1])[CH:10]=2)[CH:6]=[C:7]1[CH:11]=[O:12])([C:16]1[CH:21]=[CH:20][CH:19]=[CH:18][CH:17]=1)[C:22]1[CH:27]=[CH:26][CH:25]=[CH:24][CH:23]=1. The catalyst class is: 3. (6) Reactant: [CH2:1]([O:8][C@H:9]1[C@H:14]([O:15][CH2:16][C:17]2[CH:22]=[CH:21][CH:20]=[CH:19][CH:18]=2)[C@@H:13]([O:23][CH2:24][C:25]2[CH:30]=[CH:29][CH:28]=[CH:27][CH:26]=2)[C@@:12]([C:33]2[CH:38]=[CH:37][C:36]([CH3:39])=[C:35]([CH2:40][C:41]3[S:42][C:43]([C:46]4[CH:51]=[CH:50][C:49]([F:52])=[CH:48][CH:47]=4)=[CH:44][CH:45]=3)[CH:34]=2)([O:31][CH3:32])[O:11][C@@H:10]1[CH2:53][O:54][Si](C(C)(C)C)(C)C)[C:2]1[CH:7]=[CH:6][CH:5]=[CH:4][CH:3]=1.C(Cl)(=O)C. Product: [CH2:1]([O:8][C@H:9]1[C@H:14]([O:15][CH2:16][C:17]2[CH:18]=[CH:19][CH:20]=[CH:21][CH:22]=2)[C@@H:13]([O:23][CH2:24][C:25]2[CH:30]=[CH:29][CH:28]=[CH:27][CH:26]=2)[C@@:12]([C:33]2[CH:38]=[CH:37][C:36]([CH3:39])=[C:35]([CH2:40][C:41]3[S:42][C:43]([C:46]4[CH:47]=[CH:48][C:49]([F:52])=[CH:50][CH:51]=4)=[CH:44][CH:45]=3)[CH:34]=2)([O:31][CH3:32])[O:11][C@@H:10]1[CH2:53][OH:54])[C:2]1[CH:3]=[CH:4][CH:5]=[CH:6][CH:7]=1. The catalyst class is: 5.